Task: Predict the reaction yield, written as a fraction of the theoretical maximum amount of product (1.0 means a 100% yield; for example, 0.34 means a 34% yield).. Dataset: Reaction yield outcomes from USPTO patents with 853,638 reactions (1) The reactants are [C:1]([O:5][C:6](=[O:9])[CH2:7][NH2:8])([CH3:4])([CH3:3])[CH3:2].[CH3:10][O:11][C:12](=[O:19])[C:13]([CH3:18])([CH3:17])[CH2:14][CH:15]=O. The catalyst is C(Cl)Cl. The product is [CH3:10][O:11][C:12](=[O:19])[C:13]([CH3:18])([CH3:17])[CH2:14]/[CH:15]=[N:8]/[CH2:7][C:6]([O:5][C:1]([CH3:4])([CH3:3])[CH3:2])=[O:9]. The yield is 1.00. (2) The reactants are [OH:1][C:2]1[CH:16]=[CH:15][C:5]([C:6]([C:8]2[CH:13]=[CH:12][C:11]([OH:14])=[CH:10][CH:9]=2)=[O:7])=[CH:4][CH:3]=1.[H-].[Na+].[H][H].[CH2:21](Br)[C:22]1[CH:27]=[CH:26][CH:25]=[CH:24][CH:23]=1. The catalyst is CN(C=O)C.O. The product is [CH2:21]([O:1][C:2]1[CH:16]=[CH:15][C:5]([C:6]([C:8]2[CH:13]=[CH:12][C:11]([O:14][CH2:6][C:5]3[CH:15]=[CH:16][CH:2]=[CH:3][CH:4]=3)=[CH:10][CH:9]=2)=[O:7])=[CH:4][CH:3]=1)[C:22]1[CH:27]=[CH:26][CH:25]=[CH:24][CH:23]=1. The yield is 0.969. (3) The reactants are [CH:1]1([NH:6][C:7]2[C:8]3[N:9]([C:13]([C:24]4[CH:29]=[CH:28][N:27]=[C:26]([NH:30][CH:31]5[CH2:35][CH2:34][CH2:33][CH2:32]5)[N:25]=4)=[C:14]([C:16]4[CH:21]=[CH:20][CH:19]=[C:18]([O:22]C)[CH:17]=4)[N:15]=3)[CH:10]=[CH:11][CH:12]=2)[CH2:5][CH2:4][CH2:3][CH2:2]1.B(Br)(Br)Br. The catalyst is ClCCl. The product is [CH:1]1([NH:6][C:7]2[C:8]3[N:9]([C:13]([C:24]4[CH:29]=[CH:28][N:27]=[C:26]([NH:30][CH:31]5[CH2:35][CH2:34][CH2:33][CH2:32]5)[N:25]=4)=[C:14]([C:16]4[CH:17]=[C:18]([OH:22])[CH:19]=[CH:20][CH:21]=4)[N:15]=3)[CH:10]=[CH:11][CH:12]=2)[CH2:5][CH2:4][CH2:3][CH2:2]1. The yield is 0.730. (4) The reactants are CO[C:3]([C:5]1[S:9][C:8]([CH2:10][CH2:11][C:12]2[C:13]([CH2:18][CH2:19][CH2:20][CH3:21])=[N:14][O:15][C:16]=2[CH3:17])=[N:7][C:6]=1[CH3:22])=[O:4].[NH2:23][CH:24]([CH2:27][OH:28])[CH2:25][OH:26]. The catalyst is C1(C)C=CC=CC=1. The product is [OH:26][CH2:25][CH:24]([NH:23][C:3]([C:5]1[S:9][C:8]([CH2:10][CH2:11][C:12]2[C:13]([CH2:18][CH2:19][CH2:20][CH3:21])=[N:14][O:15][C:16]=2[CH3:17])=[N:7][C:6]=1[CH3:22])=[O:4])[CH2:27][OH:28]. The yield is 0.550. (5) The reactants are Cl.[NH:2]1[CH:6]=CC(C(N)=N)=N1.[NH2:10][CH2:11][CH2:12][C:13]1[CH:19]=[CH:18][C:16]([NH2:17])=[CH:15][CH:14]=1.C([N:23](C(C)C)CC)(C)C.CO[C:31]([C:33]1[C:38]([NH2:39])=[N:37][C:36]([NH2:40])=[C:35]([Cl:41])[N:34]=1)=[O:32].[OH-].[Na+]. The catalyst is CN(C=O)C.CO.CCOCC. The product is [ClH:41].[NH2:17][C:16]1[CH:18]=[CH:19][C:13]([CH2:12][CH2:11][NH:10][C:6]([N:37]2[C:36]([NH2:40])=[C:35]([Cl:41])[N:34]=[C:33]([C:31]([NH2:23])=[O:32])[CH:38]2[NH2:39])=[NH:2])=[CH:14][CH:15]=1. The yield is 0.110. (6) The reactants are [N:1]1[C:10]2[C:5](=[CH:6][CH:7]=[CH:8][C:9]=2[S:11]([NH:14][C:15]2[CH:25]=[CH:24][C:18]([C:19]([O:21]CC)=[O:20])=[CH:17][CH:16]=2)(=[O:13])=[O:12])[CH:4]=[CH:3][CH:2]=1.[Li+].[OH-]. The catalyst is C1COCC1.O. The product is [N:1]1[C:10]2[C:5](=[CH:6][CH:7]=[CH:8][C:9]=2[S:11]([NH:14][C:15]2[CH:25]=[CH:24][C:18]([C:19]([OH:21])=[O:20])=[CH:17][CH:16]=2)(=[O:13])=[O:12])[CH:4]=[CH:3][CH:2]=1. The yield is 0.958. (7) The reactants are Cl[C:2]1[CH:7]=[CH:6][N:5]=[C:4]([C:8]#[N:9])[N:3]=1.[CH3:10][C:11]1([CH3:25])[C:15]([CH3:17])([CH3:16])[O:14][B:13]([C:18]2[CH:19]=[C:20]([CH:22]=[CH:23][CH:24]=2)[NH2:21])[O:12]1.C(N(C(C)C)C(C)C)C. The catalyst is CC#N. The product is [CH3:16][C:15]1([CH3:17])[C:11]([CH3:10])([CH3:25])[O:12][B:13]([C:18]2[CH:19]=[C:20]([NH:21][C:2]3[CH:7]=[CH:6][N:5]=[C:4]([C:8]#[N:9])[N:3]=3)[CH:22]=[CH:23][CH:24]=2)[O:14]1. The yield is 0.480. (8) The reactants are [Cl:1][C:2]1[CH:3]=[C:4]([CH2:13][C@@H:14]([CH2:19][C:20]([O:22][CH3:23])=[O:21])[C:15]([O:17][CH3:18])=[O:16])[C:5]([CH2:11]O)=[C:6]2[C:10]=1[NH:9][N:8]=[CH:7]2.S(Cl)([Cl:26])=O. The catalyst is ClCCl. The product is [Cl:1][C:2]1[CH:3]=[C:4]([CH2:13][C@@H:14]([CH2:19][C:20]([O:22][CH3:23])=[O:21])[C:15]([O:17][CH3:18])=[O:16])[C:5]([CH2:11][Cl:26])=[C:6]2[C:10]=1[NH:9][N:8]=[CH:7]2. The yield is 0.890.